Task: Regression. Given two drug SMILES strings and cell line genomic features, predict the synergy score measuring deviation from expected non-interaction effect.. Dataset: NCI-60 drug combinations with 297,098 pairs across 59 cell lines (1) Drug 1: C1CCC(C1)C(CC#N)N2C=C(C=N2)C3=C4C=CNC4=NC=N3. Drug 2: CS(=O)(=O)C1=CC(=C(C=C1)C(=O)NC2=CC(=C(C=C2)Cl)C3=CC=CC=N3)Cl. Cell line: HL-60(TB). Synergy scores: CSS=-15.5, Synergy_ZIP=6.02, Synergy_Bliss=1.49, Synergy_Loewe=-15.1, Synergy_HSA=-11.6. (2) Drug 1: C1CC(C1)(C(=O)O)C(=O)O.[NH2-].[NH2-].[Pt+2]. Drug 2: C1=CC=C(C(=C1)C(C2=CC=C(C=C2)Cl)C(Cl)Cl)Cl. Cell line: MDA-MB-231. Synergy scores: CSS=6.22, Synergy_ZIP=-3.67, Synergy_Bliss=-2.46, Synergy_Loewe=-6.56, Synergy_HSA=-2.82. (3) Drug 1: C1CN1C2=NC(=NC(=N2)N3CC3)N4CC4. Drug 2: C1=NNC2=C1C(=O)NC=N2. Cell line: HCT116. Synergy scores: CSS=44.8, Synergy_ZIP=1.00, Synergy_Bliss=-0.386, Synergy_Loewe=-24.0, Synergy_HSA=0.902. (4) Drug 1: C1=C(C(=O)NC(=O)N1)F. Drug 2: C1CC(=O)NC(=O)C1N2C(=O)C3=CC=CC=C3C2=O. Cell line: HCT116. Synergy scores: CSS=56.1, Synergy_ZIP=1.97, Synergy_Bliss=2.87, Synergy_Loewe=-6.41, Synergy_HSA=3.08. (5) Drug 1: CC1=C(C=C(C=C1)NC2=NC=CC(=N2)N(C)C3=CC4=NN(C(=C4C=C3)C)C)S(=O)(=O)N.Cl. Drug 2: CC1=C(C=C(C=C1)C(=O)NC2=CC(=CC(=C2)C(F)(F)F)N3C=C(N=C3)C)NC4=NC=CC(=N4)C5=CN=CC=C5. Cell line: NCI-H522. Synergy scores: CSS=8.56, Synergy_ZIP=3.01, Synergy_Bliss=7.29, Synergy_Loewe=3.97, Synergy_HSA=4.07.